From a dataset of Forward reaction prediction with 1.9M reactions from USPTO patents (1976-2016). Predict the product of the given reaction. (1) Given the reactants Cl[CH2:2][C:3]([NH:5][CH:6]1[CH2:8][CH2:7]1)=[O:4].[Br:9][C:10]1[CH:11]=[C:12]([SH:16])[CH:13]=[CH:14][CH:15]=1.C([O-])([O-])=O.[K+].[K+], predict the reaction product. The product is: [Br:9][C:10]1[CH:11]=[C:12]([S:16][CH2:2][C:3]([NH:5][CH:6]2[CH2:8][CH2:7]2)=[O:4])[CH:13]=[CH:14][CH:15]=1. (2) Given the reactants C([O:3][C:4]([C:6]1[N:7]=[CH:8][N:9]([C:11]2[CH:12]=[C:13]([C:17]3[CH:22]=[CH:21][CH:20]=[CH:19][C:18]=3[C:23]#[N:24])[CH:14]=[CH:15][CH:16]=2)[CH:10]=1)=[O:5])C.[OH-].[K+], predict the reaction product. The product is: [C:23]([C:18]1[CH:19]=[CH:20][CH:21]=[CH:22][C:17]=1[C:13]1[CH:14]=[CH:15][CH:16]=[C:11]([N:9]2[CH:10]=[C:6]([C:4]([OH:5])=[O:3])[N:7]=[CH:8]2)[CH:12]=1)#[N:24]. (3) The product is: [Cl:22][C:16]1[CH:17]=[C:18]([Cl:21])[CH:19]=[CH:20][C:15]=1[C:13]1[N:14]=[C:10](/[CH:9]=[CH:8]/[C:5]2[CH:6]=[CH:7][C:2]([C:33]3[CH:34]=[CH:35][C:30]([O:23][C:24]4[CH:29]=[CH:28][CH:27]=[CH:26][CH:25]=4)=[CH:31][CH:32]=3)=[CH:3][CH:4]=2)[NH:11][CH:12]=1. Given the reactants Br[C:2]1[CH:7]=[CH:6][C:5](/[CH:8]=[CH:9]/[C:10]2[NH:11][CH:12]=[C:13]([C:15]3[CH:20]=[CH:19][C:18]([Cl:21])=[CH:17][C:16]=3[Cl:22])[N:14]=2)=[CH:4][CH:3]=1.[O:23]([C:30]1[CH:35]=[CH:34][C:33](B(O)O)=[CH:32][CH:31]=1)[C:24]1[CH:29]=[CH:28][CH:27]=[CH:26][CH:25]=1, predict the reaction product. (4) The product is: [CH:19]([CH:13]([CH2:12][C:7]1[CH:8]=[CH:9][C:10]2[O:11][CH2:3][O:4][C:5]=2[CH:6]=1)[C:14]([O:16][CH2:17][CH3:18])=[O:15])=[O:20]. Given the reactants [H-].[Na+].[CH2:3]1[O:11][C:10]2[CH:9]=[CH:8][C:7]([CH2:12][CH2:13][C:14]([O:16][CH2:17][CH3:18])=[O:15])=[CH:6][C:5]=2[O:4]1.[CH:19](OCC)=[O:20].P([O-])([O-])([O-])=O.P([O-])(O)(O)=O.[K+], predict the reaction product. (5) Given the reactants [C:1]([C:5]1[O:9][N:8]=[C:7]([NH:10][C:11](=[O:45])[NH:12][C:13]2[CH:14]=[C:15]([CH:42]=[CH:43][CH:44]=2)[O:16][C:17]2[C:26]3[C:21](=[CH:22][C:23]([O:29][C@@H:30]4[CH2:34][CH2:33][N:32](C(OC(C)(C)C)=O)[CH2:31]4)=[C:24]([O:27][CH3:28])[CH:25]=3)[N:20]=[CH:19][N:18]=2)[CH:6]=1)([CH3:4])([CH3:3])[CH3:2].[ClH:46].Cl.C(C1ON=C(NC(NC2C=CC=C(OC3C4C(=CC(O[C@H]5CCNC5)=C(OC)C=4)N=CN=3)C=2)=O)C=1)(C)(C)C, predict the reaction product. The product is: [ClH:46].[ClH:46].[C:1]([C:5]1[O:9][N:8]=[C:7]([NH:10][C:11]([NH:12][C:13]2[CH:44]=[CH:43][CH:42]=[C:15]([O:16][C:17]3[C:26]4[C:21](=[CH:22][C:23]([O:29][C@@H:30]5[CH2:34][CH2:33][NH:32][CH2:31]5)=[C:24]([O:27][CH3:28])[CH:25]=4)[N:20]=[CH:19][N:18]=3)[CH:14]=2)=[O:45])[CH:6]=1)([CH3:4])([CH3:2])[CH3:3].